From a dataset of Ames mutagenicity test results for genotoxicity prediction. Regression/Classification. Given a drug SMILES string, predict its toxicity properties. Task type varies by dataset: regression for continuous values (e.g., LD50, hERG inhibition percentage) or binary classification for toxic/non-toxic outcomes (e.g., AMES mutagenicity, cardiotoxicity, hepatotoxicity). Dataset: ames. The drug is Nc1c(O)ccc2ccccc12. The result is 0 (non-mutagenic).